From a dataset of Full USPTO retrosynthesis dataset with 1.9M reactions from patents (1976-2016). Predict the reactants needed to synthesize the given product. (1) Given the product [F:38][CH:2]([F:1])[O:3][C:4]1[CH:9]=[CH:8][C:7]([NH:10][C:11]2[N:15]=[C:14]([C@@H:16]3[CH2:41][C@H:17]3[C:18]3[CH:19]=[C:20]4[C:25](=[CH:26][CH:27]=3)[N:24]([CH2:28][O:29][CH2:30][CH2:31][Si:32]([CH3:35])([CH3:34])[CH3:33])[C:23](=[O:36])[CH:22]=[CH:21]4)[O:13][N:12]=2)=[CH:6][C:5]=1[CH3:37], predict the reactants needed to synthesize it. The reactants are: [F:1][CH:2]([F:38])[O:3][C:4]1[CH:9]=[CH:8][C:7]([NH:10][C:11]2[N:15]=[C:14](/[CH:16]=[CH:17]/[C:18]3[CH:19]=[C:20]4[C:25](=[CH:26][CH:27]=3)[N:24]([CH2:28][O:29][CH2:30][CH2:31][Si:32]([CH3:35])([CH3:34])[CH3:33])[C:23](=[O:36])[CH:22]=[CH:21]4)[O:13][N:12]=2)=[CH:6][C:5]=1[CH3:37].[N+](=[CH2:41])=[N-]. (2) Given the product [Cl:5][C:6]1[CH:7]=[C:8](/[C:15](/[C:23]2[NH:28][C:27](=[O:29])[C:26]([CH:30]3[CH2:32][CH2:31]3)=[CH:25][CH:24]=2)=[CH:16]\[C@H:17]2[CH2:21][CH2:20][C:19](=[O:22])[NH:18]2)[CH:9]=[CH:10][C:11]=1[OH:12], predict the reactants needed to synthesize it. The reactants are: B(Br)(Br)Br.[Cl:5][C:6]1[CH:7]=[C:8](/[C:15](/[C:23]2[NH:28][C:27](=[O:29])[C:26]([CH:30]3[CH2:32][CH2:31]3)=[CH:25][CH:24]=2)=[CH:16]\[C@H:17]2[CH2:21][CH2:20][C:19](=[O:22])[NH:18]2)[CH:9]=[CH:10][C:11]=1[O:12]CC.O. (3) Given the product [CH3:19][C:20]1([CH3:33])[CH2:25][N:24]([CH2:11][C:10]2[CH:13]=[CH:14][C:7]([N:1]3[CH2:6][CH2:5][O:4][CH2:3][CH2:2]3)=[CH:8][C:9]=2[C:15]([F:18])([F:17])[F:16])[CH2:23][CH2:22][N:21]1[C:26]([O:28][C:29]([CH3:32])([CH3:31])[CH3:30])=[O:27], predict the reactants needed to synthesize it. The reactants are: [N:1]1([C:7]2[CH:14]=[CH:13][C:10]([CH:11]=O)=[C:9]([C:15]([F:18])([F:17])[F:16])[CH:8]=2)[CH2:6][CH2:5][O:4][CH2:3][CH2:2]1.[CH3:19][C:20]1([CH3:33])[CH2:25][NH:24][CH2:23][CH2:22][N:21]1[C:26]([O:28][C:29]([CH3:32])([CH3:31])[CH3:30])=[O:27].ClCCCl.C(O[BH-](OC(=O)C)OC(=O)C)(=O)C.[Na+]. (4) Given the product [Cl:12][C:13]1[C:18]([N:19]2[CH2:24][CH2:23][CH:22]([C:25]3[CH:30]=[CH:29][C:28]([O:31][CH3:32])=[CH:27][C:26]=3[O:33][CH3:34])[CH2:21][CH2:20]2)=[CH:17][N:16]=[N:15][C:14]=1[NH:35][NH:36][C:9](=[O:11])[CH2:8][CH:5]1[CH2:6][CH2:7]1, predict the reactants needed to synthesize it. The reactants are: S(Cl)(Cl)=O.[CH:5]1([CH2:8][C:9]([OH:11])=O)[CH2:7][CH2:6]1.[Cl:12][C:13]1[C:18]([N:19]2[CH2:24][CH2:23][CH:22]([C:25]3[CH:30]=[CH:29][C:28]([O:31][CH3:32])=[CH:27][C:26]=3[O:33][CH3:34])[CH2:21][CH2:20]2)=[CH:17][N:16]=[N:15][C:14]=1[NH:35][NH2:36].C(=O)(O)[O-].[Na+]. (5) The reactants are: [OH:1][C:2]1[CH:3]=[C:4]([CH2:8][C:9]([O:11][CH3:12])=[O:10])[CH:5]=[CH:6][CH:7]=1.[Br:13][CH2:14][CH2:15][CH2:16]O.C1(P(C2C=CC=CC=2)C2C=CC=CC=2)C=CC=CC=1.CC(OC(/N=N/C(OC(C)C)=O)=O)C. Given the product [Br:13][CH2:14][CH2:15][CH2:16][O:1][C:2]1[CH:3]=[C:4]([CH2:8][C:9]([O:11][CH3:12])=[O:10])[CH:5]=[CH:6][CH:7]=1, predict the reactants needed to synthesize it. (6) Given the product [C:34]([O:33][C:31]([NH:1][C@@H:2]([CH2:3][CH2:4][CH2:5][NH:6][C:7](=[NH:27])[NH:8][S:9]([C:12]1[C:13]([CH3:14])=[C:15]2[C:22](=[C:23]([CH3:24])[C:25]=1[CH3:26])[O:21][C:18]([CH3:20])([CH3:19])[CH2:17][CH2:16]2)(=[O:10])=[O:11])[C:28]([NH:38][C:39]1[CH:46]=[CH:45][C:42]([CH2:43][OH:44])=[CH:41][CH:40]=1)=[O:29])=[O:32])([CH3:37])([CH3:35])[CH3:36], predict the reactants needed to synthesize it. The reactants are: [NH:1]([C:31]([O:33][C:34]([CH3:37])([CH3:36])[CH3:35])=[O:32])[C@H:2]([C:28](O)=[O:29])[CH2:3][CH2:4][CH2:5][NH:6][C:7](=[NH:27])[NH:8][S:9]([C:12]1[C:25]([CH3:26])=[C:23]([CH3:24])[C:22]2[O:21][C:18]([CH3:20])([CH3:19])[CH2:17][CH2:16][C:15]=2[C:13]=1[CH3:14])(=[O:11])=[O:10].[NH2:38][C:39]1[CH:46]=[CH:45][C:42]([CH2:43][OH:44])=[CH:41][CH:40]=1.CCOC1N(C(OCC)=O)C2C(=CC=CC=2)C=C1.C1(C)C=CC=CC=1. (7) Given the product [ClH:25].[C:1]1([C@H:7]2[CH2:9][C@@H:8]2[NH:10][C@H:11]2[CH2:12][CH2:13][C@@H:14]([NH2:17])[CH2:15][CH2:16]2)[CH:2]=[CH:3][CH:4]=[CH:5][CH:6]=1, predict the reactants needed to synthesize it. The reactants are: [C:1]1([C@H:7]2[CH2:9][C@@H:8]2[NH:10][C@@H:11]2[CH2:16][CH2:15][C@H:14]([NH:17]C(=O)OC(C)(C)C)[CH2:13][CH2:12]2)[CH:6]=[CH:5][CH:4]=[CH:3][CH:2]=1.[ClH:25].